Dataset: Reaction yield outcomes from USPTO patents with 853,638 reactions. Task: Predict the reaction yield, written as a fraction of the theoretical maximum amount of product (1.0 means a 100% yield; for example, 0.34 means a 34% yield). (1) The product is [OH:19][C:5]1[C:6]([CH3:15])=[C:7]2[N:12]([CH:13]=1)[N:11]=[CH:10][NH:9][C:8]2=[O:14]. The catalyst is O. The reactants are OC([C:5]1[C:6]([CH3:15])=[C:7]2[N:12]([CH:13]=1)[N:11]=[CH:10][NH:9][C:8]2=[O:14])(C)C.C1C[O:19]CC1.OO.CS(O)(=O)=O. The yield is 0.759. (2) The reactants are C[O:2][C:3]1[CH:10]=[CH:9][C:6]([CH:7]=[O:8])=[CH:5][C:4]=1[O:11][CH2:12][CH2:13][CH2:14][O:15][CH3:16].C([S-])CC.[Na+]. The catalyst is CN(C=O)C. The product is [OH:2][C:3]1[CH:10]=[CH:9][C:6]([CH:7]=[O:8])=[CH:5][C:4]=1[O:11][CH2:12][CH2:13][CH2:14][O:15][CH3:16]. The yield is 1.00. (3) The reactants are [CH3:1][O:2][C:3]1[C:4]([CH2:13][O:14][CH3:15])=[C:5]([CH:10]=[CH:11][CH:12]=1)[C:6]([O:8]C)=[O:7].[OH-].[K+].Cl. No catalyst specified. The product is [CH3:1][O:2][C:3]1[C:4]([CH2:13][O:14][CH3:15])=[C:5]([CH:10]=[CH:11][CH:12]=1)[C:6]([OH:8])=[O:7]. The yield is 0.920. (4) The reactants are [CH3:1][C:2]([N:10]1[CH:14]=[C:13]([C:15]2[CH:20]=[CH:19][N:18]=[C:17]3[N:21]([CH2:24][O:25][CH2:26][CH2:27][Si:28]([CH3:31])([CH3:30])[CH3:29])[CH:22]=[CH:23][C:16]=23)[CH:12]=[N:11]1)([CH3:9])[CH2:3][C:4](OCC)=[O:5].C1COCC1.[H-].C([Al+]CC(C)C)C(C)C. The catalyst is C(Cl)Cl.O. The product is [CH3:9][C:2]([N:10]1[CH:14]=[C:13]([C:15]2[CH:20]=[CH:19][N:18]=[C:17]3[N:21]([CH2:24][O:25][CH2:26][CH2:27][Si:28]([CH3:31])([CH3:29])[CH3:30])[CH:22]=[CH:23][C:16]=23)[CH:12]=[N:11]1)([CH3:1])[CH2:3][CH2:4][OH:5]. The yield is 0.960.